Dataset: Peptide-MHC class I binding affinity with 185,985 pairs from IEDB/IMGT. Task: Regression. Given a peptide amino acid sequence and an MHC pseudo amino acid sequence, predict their binding affinity value. This is MHC class I binding data. (1) The peptide sequence is QLYRPLEACY. The MHC is Mamu-B17 with pseudo-sequence Mamu-B17. The binding affinity (normalized) is 0. (2) The peptide sequence is EEVLDVCPL. The MHC is HLA-B45:01 with pseudo-sequence HLA-B45:01. The binding affinity (normalized) is 0.277. (3) The peptide sequence is VIDLEPISY. The MHC is HLA-A01:01 with pseudo-sequence HLA-A01:01. The binding affinity (normalized) is 0.701. (4) The peptide sequence is ILHCANFNV. The MHC is HLA-B08:01 with pseudo-sequence HLA-B08:01. The binding affinity (normalized) is 0.0847. (5) The peptide sequence is MTADDITMGY. The MHC is HLA-A32:01 with pseudo-sequence HLA-A32:01. The binding affinity (normalized) is 0.323. (6) The peptide sequence is MRYFIGQPL. The MHC is HLA-C04:01 with pseudo-sequence HLA-C04:01. The binding affinity (normalized) is 0.213.